The task is: Regression. Given a peptide amino acid sequence and an MHC pseudo amino acid sequence, predict their binding affinity value. This is MHC class II binding data.. This data is from Peptide-MHC class II binding affinity with 134,281 pairs from IEDB. (1) The peptide sequence is NVEGSYEGAYAPVLQDFRSL. The MHC is DRB1_0701 with pseudo-sequence DRB1_0701. The binding affinity (normalized) is 0. (2) The peptide sequence is PRRWLRFCNPELSEI. The binding affinity (normalized) is 0.758. The MHC is DRB1_1501 with pseudo-sequence DRB1_1501. (3) The MHC is DRB1_0101 with pseudo-sequence DRB1_0101. The binding affinity (normalized) is 0.193. The peptide sequence is YRKPHDEKGFKNGSR.